From a dataset of Experimentally validated miRNA-target interactions with 360,000+ pairs, plus equal number of negative samples. Binary Classification. Given a miRNA mature sequence and a target amino acid sequence, predict their likelihood of interaction. (1) Result: 0 (no interaction). The miRNA is hsa-miR-4492 with sequence GGGGCUGGGCGCGCGCC. The protein sequence of the target gene is MTSDQDAKVVAEPQAQRVQEGKDSSHLMNGPISQTTSQTRSLPALTQVPTTKVSELNPNAKVWGTHMLHLEASSAAVGVNAAWEEAPGHPTDCDQQVLGLDANGDGDKSRENAALPDAQEAEQTDMSTLALDHSEYEPLPENNDTGGNESQPESQEDPREVLKKTLEFCLSRENLASDMYLISQMDSDQYVPITTVANLDHIKKLSTDVDLIVEVLRSLPLVQVDEKGEKVRPNQNRCIVILREISESTPVEEVEALFKGDNLPKFINCEFAYNDNWFITFETEADAQQAYKYLREEVRT.... (2) The miRNA is hsa-miR-433-3p with sequence AUCAUGAUGGGCUCCUCGGUGU. The protein sequence of the target gene is MLKPSVTSAPTADMATLTVVQPLTLDRDVARAIELLEKLQESGEVPVHKLQSLKKVLQSEFCTAIREVYQYMHETITVNGCPEFRARATAKATVAAFAASEGHSHPRVVELPKTDEGLGFNVMGGKEQNSPIYISRIIPGGVAERHGGLKRGDQLLSVNGVSVEGEHHEKAVELLKAAKDSVKLVVRYTPKVLEEMEARFEKLRTARRRQQQQLLIQQQQQQQQQQTQQNHMS. Result: 0 (no interaction). (3) The protein sequence of the target gene is MSSASVTAFEKEHLWMYLQALGFEPGPATIACGKIVSHTHLGVNMFDKLNRDAFHIISYFLFQVLDQSLTKEVFKFCWPPFDQKSDTEFRKHCCEWIKRISGECGSSFPQVVGSLFLSPGGPKFIHLMYHFARFVAMKYIKSNSKNSSHHFVETFNIKPQDLHKCIARCHFARSRFLQILQRQDCVTQKYQENAQLSVKQVRNLRSECIGLENQIKKMEPYDDHSNMEEKIQKVRSLWASVNETLMFLEKEREVVSSVLSLVNQYALDGTNVAINIPRLLLDKIEKQMFQLHIGNVYEAG.... Result: 0 (no interaction). The miRNA is hsa-miR-95-3p with sequence UUCAACGGGUAUUUAUUGAGCA.